Dataset: Forward reaction prediction with 1.9M reactions from USPTO patents (1976-2016). Task: Predict the product of the given reaction. Given the reactants C[O:2][C:3](=[O:30])[C:4]1[CH:9]=[CH:8][C:7]([CH2:10][O:11][C:12]2[C:17]([C:18]#[N:19])=[C:16]([C:20]3[CH:24]=[CH:23][O:22][CH:21]=3)[CH:15]=[C:14]([C:25]3[S:26][CH:27]=[CH:28][CH:29]=3)[N:13]=2)=[CH:6][CH:5]=1.[OH-].[Li+].Cl, predict the reaction product. The product is: [C:18]([C:17]1[C:12]([O:11][CH2:10][C:7]2[CH:8]=[CH:9][C:4]([C:3]([OH:30])=[O:2])=[CH:5][CH:6]=2)=[N:13][C:14]([C:25]2[S:26][CH:27]=[CH:28][CH:29]=2)=[CH:15][C:16]=1[C:20]1[CH:24]=[CH:23][O:22][CH:21]=1)#[N:19].